This data is from Forward reaction prediction with 1.9M reactions from USPTO patents (1976-2016). The task is: Predict the product of the given reaction. Given the reactants C(O)(C(F)(F)F)=O.[CH2:8]([N:15]1[C:19]2([CH2:24][CH2:23][N:22](C(OC(C)(C)C)=O)[CH2:21][CH2:20]2)[NH:18][C@@H:17]([CH2:32][C:33]2[CH:38]=[CH:37][CH:36]=[CH:35][CH:34]=2)[C:16]1=[O:39])[C:9]1[CH:14]=[CH:13][CH:12]=[CH:11][CH:10]=1.C([O-])(O)=O.[Na+], predict the reaction product. The product is: [CH2:8]([N:15]1[C:19]2([CH2:20][CH2:21][NH:22][CH2:23][CH2:24]2)[NH:18][C@@H:17]([CH2:32][C:33]2[CH:34]=[CH:35][CH:36]=[CH:37][CH:38]=2)[C:16]1=[O:39])[C:9]1[CH:14]=[CH:13][CH:12]=[CH:11][CH:10]=1.